This data is from Full USPTO retrosynthesis dataset with 1.9M reactions from patents (1976-2016). The task is: Predict the reactants needed to synthesize the given product. Given the product [Br:32][CH2:19][C:13]1[NH:12][C:11]([C:20]2[S:21][CH:22]=[CH:23][N:24]=2)=[N:10][C@@H:9]([C:3]2[CH:4]=[CH:5][C:6]([Cl:8])=[CH:7][C:2]=2[Cl:1])[C:14]=1[C:15]([O:17][CH3:18])=[O:16], predict the reactants needed to synthesize it. The reactants are: [Cl:1][C:2]1[CH:7]=[C:6]([Cl:8])[CH:5]=[CH:4][C:3]=1[C@H:9]1[C:14]([C:15]([O:17][CH3:18])=[O:16])=[C:13]([CH3:19])[NH:12][C:11]([C:20]2[S:21][CH:22]=[CH:23][N:24]=2)=[N:10]1.C1C(=O)N([Br:32])C(=O)C1.